This data is from NCI-60 drug combinations with 297,098 pairs across 59 cell lines. The task is: Regression. Given two drug SMILES strings and cell line genomic features, predict the synergy score measuring deviation from expected non-interaction effect. Drug 1: CC(C)(C#N)C1=CC(=CC(=C1)CN2C=NC=N2)C(C)(C)C#N. Drug 2: C1=NC(=NC(=O)N1C2C(C(C(O2)CO)O)O)N. Cell line: ACHN. Synergy scores: CSS=-3.69, Synergy_ZIP=-5.86, Synergy_Bliss=-11.2, Synergy_Loewe=-20.3, Synergy_HSA=-18.2.